From a dataset of Full USPTO retrosynthesis dataset with 1.9M reactions from patents (1976-2016). Predict the reactants needed to synthesize the given product. (1) Given the product [NH2:1][C:2]1[N:13]=[CH:12][C:11]([C:39]2[CH:38]=[CH:37][CH:36]=[C:35]([Cl:34])[CH:40]=2)=[CH:10][C:3]=1[C:4]([NH:6][CH:7]1[CH2:9][CH2:8]1)=[O:5], predict the reactants needed to synthesize it. The reactants are: [NH2:1][C:2]1[N:13]=[CH:12][C:11](Br)=[CH:10][C:3]=1[C:4]([NH:6][CH:7]1[CH2:9][CH2:8]1)=[O:5].C1C=CC(P(C2C=CC=CC=2)C2C=CC=CC=2)=CC=1.[Cl:34][C:35]1[CH:36]=[C:37](B(O)O)[CH:38]=[CH:39][CH:40]=1.[F-].[Cs+]. (2) Given the product [CH:1]1([C:4]2[C:5]3[CH:17]=[C:16]([C:18]([N:35]4[CH2:36][CH2:37][C:32]5([CH2:31][C:30](=[O:42])[C:29]6[C:39](=[CH:40][CH:41]=[C:27]([C:26]7[NH:25][N:24]=[N:23][N:22]=7)[CH:28]=6)[O:38]5)[CH2:33][CH2:34]4)=[O:19])[S:15][C:6]=3[N:7]([C:9]3[CH:14]=[CH:13][CH:12]=[CH:11][N:10]=3)[N:8]=2)[CH2:2][CH2:3]1, predict the reactants needed to synthesize it. The reactants are: [CH:1]1([C:4]2[C:5]3[CH:17]=[C:16]([C:18](O)=[O:19])[S:15][C:6]=3[N:7]([C:9]3[CH:14]=[CH:13][CH:12]=[CH:11][N:10]=3)[N:8]=2)[CH2:3][CH2:2]1.Cl.[NH:22]1[C:26]([C:27]2[CH:28]=[C:29]3[C:39](=[CH:40][CH:41]=2)[O:38][C:32]2([CH2:37][CH2:36][NH:35][CH2:34][CH2:33]2)[CH2:31][C:30]3=[O:42])=[N:25][N:24]=[N:23]1.CCN=C=NCCCN(C)C.C1C=CC2N(O)N=NC=2C=1.Cl. (3) Given the product [CH2:1]([C:11]1[O:20][C:14]2[N:15]=[C:16]([O:19][CH:29]3[CH2:30][CH2:31][O:27][CH2:28]3)[N:17]=[CH:18][C:13]=2[CH:12]=1)[CH2:2][CH2:3][CH2:4][CH2:5][CH2:6][CH2:7][CH2:8][CH2:9][CH3:10], predict the reactants needed to synthesize it. The reactants are: [CH2:1]([C:11]1[O:20][C:14]2=[N:15][C:16](=[O:19])[NH:17][CH:18]=[C:13]2[CH:12]=1)[CH2:2][CH2:3][CH2:4][CH2:5][CH2:6][CH2:7][CH2:8][CH2:9][CH3:10].C(=O)([O-])[O-].[K+].[K+].[O:27]1[CH2:31][CH2:30][CH:29](OS(C)(=O)=O)[CH2:28]1. (4) Given the product [ClH:26].[NH2:2][C:1](=[NH:24])[C:3]1[CH:4]=[C:5]([N:9]2[CH2:16][CH2:15][CH2:14][C@H:10]2[C:11]([OH:13])=[O:12])[CH:6]=[CH:7][CH:8]=1, predict the reactants needed to synthesize it. The reactants are: [C:1]([C:3]1[CH:4]=[C:5]([N:9]2[CH2:16][CH2:15][CH2:14][C@H:10]2[C:11]([OH:13])=[O:12])[CH:6]=[CH:7][CH:8]=1)#[N:2].C(O)C.C(=O)([O-])[O-].[NH4+:24].[NH4+].[ClH:26].O1CCOCC1. (5) Given the product [Br:1][C:2]1[C:6]([Br:7])=[CH:5][S:4][C:3]=1[C:20](=[O:21])[CH:19]([CH2:12][CH2:13][CH2:14][CH2:15][CH2:16][CH2:17][CH3:18])[CH2:23][CH2:24][CH2:25][CH2:26][CH2:27][CH2:28][CH2:29][CH2:30][CH3:31], predict the reactants needed to synthesize it. The reactants are: [Br:1][C:2]1[C:6]([Br:7])=[CH:5][S:4][CH:3]=1.[Al+3].[Cl-].[Cl-].[Cl-].[CH2:12]([CH:19]([CH2:23][CH2:24][CH2:25][CH2:26][CH2:27][CH2:28][CH2:29][CH2:30][CH3:31])[C:20](Cl)=[O:21])[CH2:13][CH2:14][CH2:15][CH2:16][CH2:17][CH3:18]. (6) Given the product [NH2:1][C:2]1[N:3]=[CH:4][C:5]([NH:16][CH2:17][CH2:18][NH:19][C:21]2[CH:22]=[CH:23][C:24]([N+:28]([O-:30])=[O:29])=[C:25]([NH2:27])[N:26]=2)=[N:6][C:7]=1[C:8]1[CH:13]=[CH:12][C:11]([Cl:14])=[CH:10][C:9]=1[Cl:15], predict the reactants needed to synthesize it. The reactants are: [NH2:1][C:2]1[N:3]=[CH:4][C:5]([NH:16][CH2:17][CH2:18][NH2:19])=[N:6][C:7]=1[C:8]1[CH:13]=[CH:12][C:11]([Cl:14])=[CH:10][C:9]=1[Cl:15].Cl[C:21]1[N:26]=[C:25]([NH2:27])[C:24]([N+:28]([O-:30])=[O:29])=[CH:23][CH:22]=1. (7) Given the product [CH:16]1[CH:15]=[CH:23][C:19]2[N:4]([OH:1])[N:28]=[N:24][C:18]=2[CH:17]=1, predict the reactants needed to synthesize it. The reactants are: [OH2:1].CC[N:4]=C=NCCCN(C)C.Cl.C[C:15]1[CH:16]=[CH:17][C:18]([N:24]2[N:28]=CC=N2)=[C:19]([CH:23]=1)C(O)=O.C(N)C.C([O-])(O)=O.[Na+]. (8) Given the product [CH3:26][N:18]([CH:15]1[CH2:16][CH2:17][N:12]([C:5]2[C:6]3[C:11](=[CH:10][CH:9]=[CH:8][CH:7]=3)[C:2]([C:32]3[N:28]([CH3:27])[N:29]=[CH:30][CH:31]=3)=[N:3][N:4]=2)[CH2:13][CH2:14]1)[C:19](=[O:25])[O:20][C:21]([CH3:24])([CH3:23])[CH3:22], predict the reactants needed to synthesize it. The reactants are: Br[C:2]1[C:11]2[C:6](=[CH:7][CH:8]=[CH:9][CH:10]=2)[C:5]([N:12]2[CH2:17][CH2:16][CH:15]([N:18]([CH3:26])[C:19](=[O:25])[O:20][C:21]([CH3:24])([CH3:23])[CH3:22])[CH2:14][CH2:13]2)=[N:4][N:3]=1.[CH3:27][N:28]1[C:32](B2OC(C)(C)C(C)(C)O2)=[CH:31][CH:30]=[N:29]1.C(=O)([O-])[O-].[Na+].[Na+].C1(C)C=CC=CC=1. (9) Given the product [ClH:20].[C:1]1([CH2:7][N:8]2[CH2:17][CH2:16][CH2:15][C@H:9]2[C:10]([OH:12])=[O:11])[CH:2]=[CH:3][CH:4]=[CH:5][CH:6]=1, predict the reactants needed to synthesize it. The reactants are: [C:1]1([CH2:7][N:8]2[CH2:17][CH2:16][CH2:15][C@H:9]2[C:10]([O:12]CC)=[O:11])[CH:6]=[CH:5][CH:4]=[CH:3][CH:2]=1.[OH-].[Na+].[ClH:20]. (10) Given the product [CH3:1][N:2]([CH3:38])[CH:3]1[CH2:4][CH2:5][N:6]([C:9]2[CH:10]=[CH:11][C:12]3[N:16]=[C:15]([C:17]([C:19]4[CH:24]=[CH:23][C:22]([OH:25])=[C:21]([C:27]5[C:36]6[C:31](=[CH:32][CH:33]=[CH:34][CH:35]=6)[CH:30]=[N:29][CH:28]=5)[CH:20]=4)=[O:18])[NH:14][C:13]=3[CH:37]=2)[CH2:7][CH2:8]1, predict the reactants needed to synthesize it. The reactants are: [CH3:1][N:2]([CH3:38])[CH:3]1[CH2:8][CH2:7][N:6]([C:9]2[CH:10]=[CH:11][C:12]3[N:16]=[C:15]([C:17]([C:19]4[CH:24]=[CH:23][C:22]([O:25]C)=[C:21]([C:27]5[C:36]6[C:31](=[CH:32][CH:33]=[CH:34][CH:35]=6)[CH:30]=[N:29][CH:28]=5)[CH:20]=4)=[O:18])[NH:14][C:13]=3[CH:37]=2)[CH2:5][CH2:4]1.B(Br)(Br)Br.